From a dataset of Catalyst prediction with 721,799 reactions and 888 catalyst types from USPTO. Predict which catalyst facilitates the given reaction. (1) Reactant: [CH3:1][O:2][C:3]1[N:8]=[C:7]([OH:9])[CH:6]=[C:5](O)[N:4]=1.[S:11](O[S:11]([C:14]([F:17])([F:16])[F:15])(=[O:13])=[O:12])([C:14]([F:17])([F:16])[F:15])(=[O:13])=[O:12]. Product: [CH3:1][O:2][C:3]1[N:8]=[C:7]([O:9][S:11]([C:14]([F:17])([F:16])[F:15])(=[O:13])=[O:12])[CH:6]=[C:5]([S:11]([C:14]([F:17])([F:16])[F:15])(=[O:13])=[O:12])[N:4]=1. The catalyst class is: 2. (2) Reactant: [Cl:1][C:2]1[CH:7]=[CH:6][C:5]([C:8]2[N:9]([C:20]3[CH:25]=[CH:24][CH:23]=[CH:22][C:21]=3[Cl:26])[N:10]=[C:11]3[C:16]([OH:17])=[N:15][C:14]([CH2:18][CH3:19])=[N:13][C:12]=23)=[CH:4][CH:3]=1.C([O-])([O-])=O.[Cs+].[Cs+].[C:33]([CH2:37]I)([F:36])([F:35])[F:34]. Product: [Cl:1][C:2]1[CH:7]=[CH:6][C:5]([C:8]2[N:9]([C:20]3[CH:25]=[CH:24][CH:23]=[CH:22][C:21]=3[Cl:26])[N:10]=[C:11]3[C:16](=[O:17])[N:15]([CH2:37][C:33]([F:36])([F:35])[F:34])[C:14]([CH2:18][CH3:19])=[N:13][C:12]=23)=[CH:4][CH:3]=1. The catalyst class is: 9. (3) Reactant: [CH2:1]([O:3][C:4](=[O:32])[CH:5]([C:10]1[CH:11]=[C:12]([C:22]2[CH:27]=[CH:26][C:25]([C:28]([F:31])([F:30])[F:29])=[CH:24][CH:23]=2)[CH:13]=[C:14]([CH:16]2[CH2:21][CH2:20][NH:19][CH2:18][CH2:17]2)[CH:15]=1)[CH2:6][CH:7]([CH3:9])[CH3:8])[CH3:2].C(P(C(C)(C)C)C1C=CC2C(=CC=CC=2)C=1C1C2C(=CC=CC=2)C=CC=1)(C)(C)C.Br[C:63]1[CH:68]=[CH:67][C:66]([C:69]([F:72])([F:71])[F:70])=[CH:65][CH:64]=1.CC(C)([O-])C.[Na+]. The catalyst class is: 101. Product: [CH2:1]([O:3][C:4](=[O:32])[CH:5]([C:10]1[CH:11]=[C:12]([C:22]2[CH:27]=[CH:26][C:25]([C:28]([F:29])([F:30])[F:31])=[CH:24][CH:23]=2)[CH:13]=[C:14]([CH:16]2[CH2:17][CH2:18][N:19]([C:63]3[CH:68]=[CH:67][C:66]([C:69]([F:72])([F:71])[F:70])=[CH:65][CH:64]=3)[CH2:20][CH2:21]2)[CH:15]=1)[CH2:6][CH:7]([CH3:9])[CH3:8])[CH3:2]. (4) Reactant: [OH:1][CH2:2][C:3]1[CH:8]=[C:7]([C:9]2[CH:10]=[C:11]([C:15]3[CH2:21][C:20](=[O:22])[NH:19][C:18]4[CH:23]=[C:24]([C:33]([F:36])([F:35])[F:34])[C:25]([O:27][CH2:28][C:29]([F:32])([F:31])[F:30])=[CH:26][C:17]=4[N:16]=3)[CH:12]=[CH:13][CH:14]=2)[CH:6]=[CH:5][N:4]=1.S(Cl)(Cl)=O.[Cl-].[CH3:42][O-].[Na+]. Product: [CH3:42][O:1][CH2:2][C:3]1[CH:8]=[C:7]([C:9]2[CH:10]=[C:11]([C:15]3[CH2:21][C:20](=[O:22])[NH:19][C:18]4[CH:23]=[C:24]([C:33]([F:35])([F:36])[F:34])[C:25]([O:27][CH2:28][C:29]([F:30])([F:31])[F:32])=[CH:26][C:17]=4[N:16]=3)[CH:12]=[CH:13][CH:14]=2)[CH:6]=[CH:5][N:4]=1. The catalyst class is: 61. (5) Reactant: [N+:1]([C:4]1[CH:14]=[CH:13][C:7]([O:8][CH2:9][CH:10]2[CH2:12][O:11]2)=[CH:6][CH:5]=1)([O-:3])=[O:2].[CH2:15]([NH:17][CH2:18][CH3:19])[CH3:16].O1CC1. Product: [CH2:15]([N:17]([CH2:18][CH3:19])[CH2:12][CH:10]([OH:11])[CH2:9][O:8][C:7]1[CH:13]=[CH:14][C:4]([N+:1]([O-:3])=[O:2])=[CH:5][CH:6]=1)[CH3:16]. The catalyst class is: 14.